From a dataset of Reaction yield outcomes from USPTO patents with 853,638 reactions. Predict the reaction yield, written as a fraction of the theoretical maximum amount of product (1.0 means a 100% yield; for example, 0.34 means a 34% yield). (1) The reactants are [CH:1]([O:14][C:15]1[C:26]2[C:25](=[O:27])[N:24]([CH2:28][C:29]3[CH:34]=[CH:33][C:32]([F:35])=[CH:31][CH:30]=3)[C:23](=[O:36])[C:22]=2[C:21]([OH:37])=[C:20]2[C:16]=1[N:17]=[CH:18][N:19]2[CH2:38][C:39]1[CH:44]=[CH:43][CH:42]=[CH:41][CH:40]=1)([C:8]1[CH:13]=[CH:12][CH:11]=[CH:10][CH:9]=1)[C:2]1[CH:7]=[CH:6][CH:5]=[CH:4][CH:3]=1.[CH3:45]N(C=O)C.C([O-])([O-])=O.[K+].[K+].CI. The catalyst is O. The product is [CH:1]([O:14][C:15]1[C:26]2[C:25](=[O:27])[N:24]([CH2:28][C:29]3[CH:30]=[CH:31][C:32]([F:35])=[CH:33][CH:34]=3)[C:23](=[O:36])[C:22]=2[C:21]([O:37][CH3:45])=[C:20]2[C:16]=1[N:17]=[CH:18][N:19]2[CH2:38][C:39]1[CH:44]=[CH:43][CH:42]=[CH:41][CH:40]=1)([C:8]1[CH:9]=[CH:10][CH:11]=[CH:12][CH:13]=1)[C:2]1[CH:7]=[CH:6][CH:5]=[CH:4][CH:3]=1. The yield is 0.730. (2) The reactants are Cl[C:2]1[N:7]=[C:6]([C:8]2[S:12][C:11]([C:13]([CH3:16])([CH3:15])[CH3:14])=[N:10][C:9]=2[C:17]2[C:18]([F:35])=[C:19]([NH:23][S:24]([C:27]3[C:32]([F:33])=[CH:31][CH:30]=[CH:29][C:28]=3[F:34])(=[O:26])=[O:25])[CH:20]=[CH:21][CH:22]=2)[CH:5]=[CH:4][N:3]=1.[NH3:36]. The catalyst is CO. The product is [NH2:36][C:2]1[N:7]=[C:6]([C:8]2[S:12][C:11]([C:13]([CH3:16])([CH3:15])[CH3:14])=[N:10][C:9]=2[C:17]2[C:18]([F:35])=[C:19]([NH:23][S:24]([C:27]3[C:32]([F:33])=[CH:31][CH:30]=[CH:29][C:28]=3[F:34])(=[O:26])=[O:25])[CH:20]=[CH:21][CH:22]=2)[CH:5]=[CH:4][N:3]=1. The yield is 0.450. (3) The reactants are [CH3:1][N:2]1[C:6](=[O:7])[CH2:5][CH2:4][CH:3]1[C:8]1[CH:26]=[C:25]([N+:27]([O-])=O)[CH:24]=[CH:23][C:9]=1[O:10][C:11]1[CH:16]=[CH:15][C:14]([CH2:17][CH2:18][C:19]([O:21][CH3:22])=[O:20])=[CH:13][CH:12]=1.[Cl-].[NH4+]. The catalyst is C1COCC1.CO.O.[Fe]. The product is [NH2:27][C:25]1[CH:24]=[CH:23][C:9]([O:10][C:11]2[CH:16]=[CH:15][C:14]([CH2:17][CH2:18][C:19]([O:21][CH3:22])=[O:20])=[CH:13][CH:12]=2)=[C:8]([CH:3]2[CH2:4][CH2:5][C:6](=[O:7])[N:2]2[CH3:1])[CH:26]=1. The yield is 1.00. (4) The reactants are [NH2:1][C:2]1[CH:7]=[CH:6][C:5]([Cl:8])=[CH:4][C:3]=1[C:9](=[O:14])[C:10]([F:13])([F:12])[F:11].[CH2:15]([O:17][C:18](=[O:22])[C:19](Cl)=[O:20])[CH3:16]. The catalyst is C1(C)C=CC=CC=1. The product is [CH2:15]([O:17][C:18](=[O:22])[C:19]([NH:1][C:2]1[CH:7]=[CH:6][C:5]([Cl:8])=[CH:4][C:3]=1[C:9](=[O:14])[C:10]([F:13])([F:11])[F:12])=[O:20])[CH3:16]. The yield is 0.810. (5) The reactants are [CH2:1](Br)[C:2]1[CH:7]=[CH:6][CH:5]=[CH:4][CH:3]=1.C([O-])([O-])=O.[K+].[K+].[NH:15]1[CH2:22][CH2:21][CH2:20][CH:16]1[C:17]([OH:19])=[O:18]. The catalyst is CN(C=O)C.CCOC(C)=O. The product is [CH2:1]([N:15]1[CH2:22][CH2:21][CH2:20][C@H:16]1[C:17]([O:19][CH2:1][C:2]1[CH:7]=[CH:6][CH:5]=[CH:4][CH:3]=1)=[O:18])[C:2]1[CH:7]=[CH:6][CH:5]=[CH:4][CH:3]=1. The yield is 0.430. (6) The reactants are [O:1]=[C:2]1[C:10]2([C:22]3[C:13](=[CH:14][C:15]4[O:20][CH2:19][CH2:18][O:17][C:16]=4[CH:21]=3)[O:12][CH2:11]2)[C:9]2[C:4](=[CH:5][CH:6]=[CH:7][CH:8]=2)[N:3]1[CH2:23][C:24]([NH:26][NH2:27])=[O:25].[F:28][C:29]([F:40])([F:39])[C:30](O[C:30](=O)[C:29]([F:40])([F:39])[F:28])=O.Cl. The catalyst is N1C=CC=CC=1. The product is [F:28][C:29]([F:40])([F:39])[C:30]1[O:25][C:24]([CH2:23][N:3]2[C:4]3[C:9](=[CH:8][CH:7]=[CH:6][CH:5]=3)[C:10]3([C:22]4[C:13](=[CH:14][C:15]5[O:20][CH2:19][CH2:18][O:17][C:16]=5[CH:21]=4)[O:12][CH2:11]3)[C:2]2=[O:1])=[N:26][N:27]=1. The yield is 0.180. (7) The product is [Br:1][C:2]1[CH:3]=[C:4]2[C:8](=[CH:9][CH:10]=1)[CH:19]([C:18]([OH:21])=[O:20])[CH2:6][CH2:5]2. No catalyst specified. The yield is 0.860. The reactants are [Br:1][C:2]1[CH:3]=[C:4]2[C:8](=[CH:9][CH:10]=1)C(=C1SCCCS1)[CH2:6][CH2:5]2.Cl.[C:18]([OH:21])(=[O:20])[CH3:19]. (8) The reactants are BrC1C=CC(O)=C([C:8]2[CH:17]=[CH:16][C:15]3[C:10](=[CH:11][CH:12]=[C:13]([C:18]4[N:22]([CH:23]5[CH2:28][CH2:27][CH2:26][CH2:25][CH2:24]5)[C:21]5[CH:29]=[CH:30][C:31]([C:33]([OH:35])=[O:34])=[CH:32][C:20]=5[N:19]=4)[CH:14]=3)[N:9]=2)C=1.C([C:40]1[CH:41]=[CH:42][C:43]2[O:48][CH2:47][C:46](=[O:49])[NH:45][C:44]=2[CH:50]=1)(=O)C.[OH-].[K+]. The catalyst is C(O)C. The product is [CH:23]1([N:22]2[C:21]3[CH:29]=[CH:30][C:31]([C:33]([OH:35])=[O:34])=[CH:32][C:20]=3[N:19]=[C:18]2[C:13]2[CH:14]=[C:15]3[C:10](=[CH:11][CH:12]=2)[N:9]=[C:8]([C:40]2[CH:41]=[CH:42][C:43]4[O:48][CH2:47][C:46](=[O:49])[NH:45][C:44]=4[CH:50]=2)[CH:17]=[CH:16]3)[CH2:24][CH2:25][CH2:26][CH2:27][CH2:28]1. The yield is 0.0800.